From a dataset of Full USPTO retrosynthesis dataset with 1.9M reactions from patents (1976-2016). Predict the reactants needed to synthesize the given product. (1) Given the product [C:19]1([C:29]2[CH:34]=[CH:33][CH:32]=[CH:31][CH:30]=2)[CH:24]=[CH:23][C:22]([S:25]([N:8]2[CH2:12][C:11](=[N:13][O:14][CH3:15])[CH2:10][C@H:9]2[C:16]([NH:35][CH2:36][CH:37]([OH:38])[C:39]2[CH:44]=[CH:43][C:42]([OH:45])=[CH:41][CH:40]=2)=[O:18])(=[O:27])=[O:26])=[CH:21][CH:20]=1, predict the reactants needed to synthesize it. The reactants are: C(OC([N:8]1[CH2:12][C:11](=[N:13][O:14][CH3:15])[CH2:10][C@H:9]1[C:16]([OH:18])=O)=O)(C)(C)C.[C:19]1([C:29]2[CH:34]=[CH:33][CH:32]=[CH:31][CH:30]=2)[CH:24]=[CH:23][C:22]([S:25](Cl)(=[O:27])=[O:26])=[CH:21][CH:20]=1.[NH2:35][CH2:36][CH:37]([C:39]1[CH:44]=[CH:43][C:42]([OH:45])=[CH:41][CH:40]=1)[OH:38]. (2) Given the product [CH3:8][O:9][C:10](=[O:32])[CH2:11][C:12]1[C:21]([CH3:22])=[C:20]([C:23]([N:25]2[CH2:30][CH2:29][N:28]([S:35]([CH2:33][CH3:34])(=[O:37])=[O:36])[CH2:27][CH2:26]2)=[O:24])[C:19]2[C:14](=[CH:15][CH:16]=[C:17]([F:31])[CH:18]=2)[CH:13]=1, predict the reactants needed to synthesize it. The reactants are: FC(F)(F)C(O)=O.[CH3:8][O:9][C:10](=[O:32])[CH2:11][C:12]1[C:21]([CH3:22])=[C:20]([C:23]([N:25]2[CH2:30][CH2:29][NH:28][CH2:27][CH2:26]2)=[O:24])[C:19]2[C:14](=[CH:15][CH:16]=[C:17]([F:31])[CH:18]=2)[CH:13]=1.[CH2:33]([S:35](Cl)(=[O:37])=[O:36])[CH3:34].C(N(CC)CC)C. (3) The reactants are: [Mg].Br[C:3]1[CH:8]=[CH:7][C:6]([C:9]([F:12])([F:11])[F:10])=[CH:5][CH:4]=1.[Si:13](Cl)(Cl)(Cl)Cl.[H-].[Al+3].[Li+].[H-].[H-].[H-]. Given the product [F:10][C:9]([F:12])([F:11])[C:6]1[CH:7]=[CH:8][C:3]([SiH3:13])=[CH:4][CH:5]=1, predict the reactants needed to synthesize it. (4) The reactants are: Cl.[CH2:2]([O:4][C:5](=[O:33])[C:6]([C:8]1[C:9]([C:22]2[CH:27]=[CH:26][C:25]([CH3:28])=[CH:24][C:23]=2[O:29][CH2:30][CH:31]=[CH2:32])=[C:10]2[C:17]3[CH2:18][CH2:19][CH2:20][CH2:21][C:16]=3[S:15][C:11]2=[N:12][C:13]=1[CH3:14])=[O:7])[CH3:3].[BH4-].[Na+]. Given the product [CH2:2]([O:4][C:5](=[O:33])[CH:6]([C:8]1[C:9]([C:22]2[CH:27]=[CH:26][C:25]([CH3:28])=[CH:24][C:23]=2[O:29][CH2:30][CH:31]=[CH2:32])=[C:10]2[C:17]3[CH2:18][CH2:19][CH2:20][CH2:21][C:16]=3[S:15][C:11]2=[N:12][C:13]=1[CH3:14])[OH:7])[CH3:3], predict the reactants needed to synthesize it.